Dataset: Catalyst prediction with 721,799 reactions and 888 catalyst types from USPTO. Task: Predict which catalyst facilitates the given reaction. (1) Reactant: [CH:1]1[C:9]2[C:8]3[CH:10]=[CH:11][CH:12]=[CH:13][C:7]=3[O:6][C:5]=2[C:4](B(O)O)=[CH:3][CH:2]=1.[Br:17][C:18]1[CH:23]=[CH:22][CH:21]=[C:20](I)[CH:19]=1.C([O-])([O-])=O.[Na+].[Na+].CCO. Product: [Br:17][C:18]1[CH:19]=[C:20]([C:4]2[C:5]3[O:6][C:7]4[CH:13]=[CH:12][CH:11]=[CH:10][C:8]=4[C:9]=3[CH:1]=[CH:2][CH:3]=2)[CH:21]=[CH:22][CH:23]=1. The catalyst class is: 206. (2) Reactant: [CH3:1][O:2][C:3](=[O:10])[C@@H:4]([CH2:6][CH:7]([CH3:9])[CH3:8])[NH2:5].[CH2:11]1[CH2:17][S:14](=[O:16])(=[O:15])[O:13][CH2:12]1. Product: [CH3:1][O:2][C:3]([C@H:4]([NH:5][CH2:12][CH2:11][CH2:17][S:14]([OH:16])(=[O:15])=[O:13])[CH2:6][CH:7]([CH3:9])[CH3:8])=[O:10]. The catalyst class is: 10. (3) Reactant: [C:1]12([CH2:11][NH:12][C:13]([C:15]3[N:20]4[CH:21]=[C:22]([C:24]([O:26]CC)=[O:25])[N:23]=[C:19]4[CH:18]=[CH:17][CH:16]=3)=[O:14])[CH2:10][CH:5]3[CH2:6][CH:7]([CH2:9][CH:3]([CH2:4]3)[CH2:2]1)[CH2:8]2.[OH-].[Na+]. Product: [C:1]12([CH2:11][NH:12][C:13]([C:15]3[N:20]4[CH:21]=[C:22]([C:24]([OH:26])=[O:25])[N:23]=[C:19]4[CH:18]=[CH:17][CH:16]=3)=[O:14])[CH2:10][CH:5]3[CH2:4][CH:3]([CH2:9][CH:7]([CH2:6]3)[CH2:8]1)[CH2:2]2. The catalyst class is: 5. (4) Reactant: [C:1]([O:4][C@H:5]1[C@H:10]2[C@@H:11](I)[C@H:7]([C@@H:8]([C:21]([O:23][CH3:24])=[O:22])[N:9]2[C@@H:13]([C:15]2[CH:20]=[CH:19][CH:18]=[CH:17][CH:16]=2)[CH3:14])[CH2:6]1)(=[O:3])[CH3:2].C(N(CC)CC)C.[H][H]. Product: [C:1]([O:4][C@H:5]1[C@H:10]2[CH2:11][C@H:7]([C@@H:8]([C:21]([O:23][CH3:24])=[O:22])[N:9]2[C@@H:13]([C:15]2[CH:20]=[CH:19][CH:18]=[CH:17][CH:16]=2)[CH3:14])[CH2:6]1)(=[O:3])[CH3:2]. The catalyst class is: 105.